This data is from Forward reaction prediction with 1.9M reactions from USPTO patents (1976-2016). The task is: Predict the product of the given reaction. (1) Given the reactants [Cl:1][C:2]1[CH:3]=[C:4]([CH:27]=[C:28]([F:30])[CH:29]=1)[O:5][CH2:6][C:7]1[S:8][C:9]2[C:15]([C:16]3[CH:17]=[C:18]([CH:24]=[CH:25][CH:26]=3)[C:19]([O:21]CC)=[O:20])=[CH:14][CH:13]=[CH:12][C:10]=2[CH:11]=1.[Cl:31][C:32]1[CH:33]=[C:34]([CH:55]=[C:56]([F:58])[CH:57]=1)[O:35][CH2:36][C:37]1[S:38][C:39]2[C:45]([C:46]3[CH:47]=[C:48]([CH:52]=[CH:53][CH:54]=3)[C:49]([OH:51])=O)=[CH:44][CH:43]=[CH:42][C:40]=2[CH:41]=1.[CH3:59][O:60][CH2:61][CH2:62][NH2:63], predict the reaction product. The product is: [Cl:1][C:2]1[CH:3]=[C:4]([CH:27]=[C:28]([F:30])[CH:29]=1)[O:5][CH2:6][C:7]1[S:8][C:9]2[C:15]([C:16]3[CH:17]=[C:18]([CH:24]=[CH:25][CH:26]=3)[C:19]([OH:21])=[O:20])=[CH:14][CH:13]=[CH:12][C:10]=2[CH:11]=1.[Cl:31][C:32]1[CH:33]=[C:34]([CH:55]=[C:56]([F:58])[CH:57]=1)[O:35][CH2:36][C:37]1[S:38][C:39]2[C:45]([C:46]3[CH:47]=[C:48]([CH:52]=[CH:53][CH:54]=3)[C:49]([NH:63][CH2:62][CH2:61][O:60][CH3:59])=[O:51])=[CH:44][CH:43]=[CH:42][C:40]=2[CH:41]=1. (2) Given the reactants N.O1CCOCC1.[NH2:8][C:9]1[CH:14]=[CH:13][C:12]([C:15]2[C:23]3[C:22]([NH2:24])=[N:21][CH:20]=[N:19][C:18]=3[N:17]([CH:25]3[CH2:34][CH2:33][C:28]4(OCC[O:29]4)[CH2:27][CH2:26]3)[CH:16]=2)=[CH:11][C:10]=1[O:35][CH3:36].Cl, predict the reaction product. The product is: [NH2:24][C:22]1[C:23]2[C:15]([C:12]3[CH:13]=[CH:14][C:9]([NH2:8])=[C:10]([O:35][CH3:36])[CH:11]=3)=[CH:16][N:17]([CH:25]3[CH2:34][CH2:33][C:28](=[O:29])[CH2:27][CH2:26]3)[C:18]=2[N:19]=[CH:20][N:21]=1. (3) Given the reactants [NH2:1][C:2]1[C:3]2[N:4]([C:8]([C@H:12]3[CH2:32][N:16]4[C:17](=[O:31])[CH2:18][N:19](C(OCC5C=CC=CC=5)=O)[CH2:20][C@H:15]4[CH2:14][CH2:13]3)=[N:9][C:10]=2[Br:11])[CH:5]=[CH:6][N:7]=1.C(OC(C)C)(C)C, predict the reaction product. The product is: [NH2:1][C:2]1[C:3]2[N:4]([C:8]([C@H:12]3[CH2:32][N:16]4[C:17](=[O:31])[CH2:18][NH:19][CH2:20][C@H:15]4[CH2:14][CH2:13]3)=[N:9][C:10]=2[Br:11])[CH:5]=[CH:6][N:7]=1. (4) Given the reactants [CH3:1][C:2]1[CH:3]=[N:4][C:5]2[C:10]([C:11]=1[C:12]1[CH:13]=[C:14]([OH:18])[CH:15]=[CH:16][CH:17]=1)=[CH:9][CH:8]=[CH:7][C:6]=2[C:19]([F:22])([F:21])[F:20].[CH3:23][S:24]([C:27]1[CH:35]=[CH:34][C:30]([C:31](O)=[O:32])=[CH:29][CH:28]=1)(=[O:26])=[O:25], predict the reaction product. The product is: [CH3:23][S:24]([C:27]1[CH:35]=[CH:34][C:30]([C:31]([O:18][C:14]2[CH:15]=[CH:16][CH:17]=[C:12]([C:11]3[C:10]4[C:5](=[C:6]([C:19]([F:22])([F:20])[F:21])[CH:7]=[CH:8][CH:9]=4)[N:4]=[CH:3][C:2]=3[CH3:1])[CH:13]=2)=[O:32])=[CH:29][CH:28]=1)(=[O:25])=[O:26]. (5) Given the reactants [NH:1]1[C@H:6]([C:7]([O:9]C)=O)[CH2:5][CH2:4][CH2:3][C@@H:2]1[C:11]([O:13][CH3:14])=[O:12].[C:15]([O-:18])([O-])=O.[Na+].[Na+].BrCC(Cl)=O.C[C:27]#[N:28], predict the reaction product. The product is: [O:9]=[C:7]1[NH:28][CH2:27][C:15](=[O:18])[N:1]2[C@@H:2]([C:11]([O:13][CH3:14])=[O:12])[CH2:3][CH2:4][CH2:5][C@@H:6]12.